Dataset: Reaction yield outcomes from USPTO patents with 853,638 reactions. Task: Predict the reaction yield, written as a fraction of the theoretical maximum amount of product (1.0 means a 100% yield; for example, 0.34 means a 34% yield). (1) The yield is 0.170. The reactants are [C:1]([C:5]1[CH:10]=[CH:9][C:8]([N+:11]([O-:13])=[O:12])=[CH:7][C:6]=1N)([CH3:4])([CH3:3])[CH3:2].N([O-])=O.[Na+].[O-:19][S:20]([O-:22])=O.[Na+].[Na+].[ClH:25]. The catalyst is O.[O-]S([O-])(=O)=O.[Cu+2]. The product is [C:1]([C:5]1[CH:10]=[CH:9][C:8]([N+:11]([O-:13])=[O:12])=[CH:7][C:6]=1[S:20]([Cl:25])(=[O:22])=[O:19])([CH3:4])([CH3:3])[CH3:2]. (2) The reactants are [H-].[Na+].[CH2:3]([OH:7])[CH2:4][C:5]#[CH:6].Cl[CH2:9][C:10]([N:12]1[CH2:31][CH2:30][C:15]2[N:16]=[C:17]([NH:20][CH:21]3[CH2:29][C:28]4[C:23](=[CH:24][CH:25]=[CH:26][CH:27]=4)[CH2:22]3)[N:18]=[CH:19][C:14]=2[CH2:13]1)=[O:11].C(=O)(O)[O-].[Na+]. The catalyst is O1CCCC1. The product is [CH2:3]([O:7][CH2:9][C:10]([N:12]1[CH2:31][CH2:30][C:15]2[N:16]=[C:17]([NH:20][CH:21]3[CH2:22][C:23]4[C:28](=[CH:27][CH:26]=[CH:25][CH:24]=4)[CH2:29]3)[N:18]=[CH:19][C:14]=2[CH2:13]1)=[O:11])[CH2:4][C:5]#[CH:6]. The yield is 0.770. (3) The reactants are [NH2:1][C@:2]12[CH2:37][CH2:36][C@@H:35]([C:38]([CH3:40])=[CH2:39])[C@@H:3]1[C@@H:4]1[C@@:17]([CH3:20])([CH2:18][CH2:19]2)[C@@:16]2([CH3:21])[C@@H:7]([C@:8]3([CH3:34])[C@@H:13]([CH2:14][CH2:15]2)[C:12]([CH3:23])([CH3:22])[C:11]([C:24]2[CH:33]=[CH:32][C:27]([C:28]([O:30]C)=[O:29])=[CH:26][CH:25]=2)=[CH:10][CH2:9]3)[CH2:6][CH2:5]1.Cl[CH2:42][CH2:43][NH:44][CH:45]1[CH2:49][CH2:48][S:47](=[O:51])(=[O:50])[CH2:46]1.P([O-])([O-])([O-])=O.[K+].[K+].[K+].[I-].[K+]. The catalyst is C(#N)C. The product is [O:50]=[S:47]1(=[O:51])[CH2:48][CH2:49][CH:45]([NH:44][CH2:43][CH2:42][NH:1][C@:2]23[CH2:37][CH2:36][C@@H:35]([C:38]([CH3:40])=[CH2:39])[C@@H:3]2[C@@H:4]2[C@@:17]([CH3:20])([CH2:18][CH2:19]3)[C@@:16]3([CH3:21])[C@@H:7]([C@:8]4([CH3:34])[C@@H:13]([CH2:14][CH2:15]3)[C:12]([CH3:23])([CH3:22])[C:11]([C:24]3[CH:25]=[CH:26][C:27]([C:28]([OH:30])=[O:29])=[CH:32][CH:33]=3)=[CH:10][CH2:9]4)[CH2:6][CH2:5]2)[CH2:46]1. The yield is 0.620. (4) The catalyst is CN(C=O)C. The yield is 0.490. The reactants are [NH2:1][CH:2]1[CH2:7][CH2:6][N:5]([C:8]([O:10][C:11]([CH3:14])([CH3:13])[CH3:12])=[O:9])[CH2:4][CH2:3]1.F[C:16]1[CH:25]=[CH:24][C:19]([C:20]([O:22][CH3:23])=[O:21])=[C:18]([N+:26]([O-:28])=[O:27])[CH:17]=1.CCN(C(C)C)C(C)C.O. The product is [CH3:23][O:22][C:20]([C:19]1[CH:24]=[CH:25][C:16]([NH:1][CH:2]2[CH2:3][CH2:4][N:5]([C:8]([O:10][C:11]([CH3:14])([CH3:13])[CH3:12])=[O:9])[CH2:6][CH2:7]2)=[CH:17][C:18]=1[N+:26]([O-:28])=[O:27])=[O:21]. (5) The catalyst is C1COCC1. The reactants are [CH2:1]([N:3]1[C:7]([OH:8])=[CH:6][C:5]([C:9]2[CH:14]=[CH:13][CH:12]=[CH:11][N:10]=2)=[N:4]1)[CH3:2].[H-].[Na+].C1C=CC(N([S:24]([C:27]([F:30])([F:29])[F:28])(=[O:26])=[O:25])[S:24]([C:27]([F:30])([F:29])[F:28])(=[O:26])=[O:25])=CC=1.O. The product is [CH2:1]([N:3]1[C:7]([O:8][S:24]([C:27]([F:30])([F:29])[F:28])(=[O:26])=[O:25])=[CH:6][C:5]([C:9]2[CH:14]=[CH:13][CH:12]=[CH:11][N:10]=2)=[N:4]1)[CH3:2]. The yield is 0.270. (6) The reactants are [C:1]1(/[CH:7]=[CH:8]/[CH2:9][CH2:10][CH2:11][C:12]#[C:13][C:14]([O:16][CH3:17])=[O:15])[CH:6]=[CH:5][CH:4]=[CH:3][CH:2]=1. The catalyst is ClC1C=CC=CC=1Cl. The product is [CH2:9]1[C:8]2=[CH:7][C:1]3[C:6]([C:13]([C:14]([O:16][CH3:17])=[O:15])=[C:12]2[CH2:11][CH2:10]1)=[CH:5][CH:4]=[CH:3][CH:2]=3. The yield is 0.970. (7) The reactants are [CH3:1][N:2]1[C:6]2[CH:7]=[CH:8][C:9]([CH2:11][C:12]([C:15]([C:17]([CH3:40])([CH3:39])[CH2:18][C:19]3[CH:38]=[CH:37][C:22]4[N:23]([CH3:36])[C:24]([CH2:26][NH:27][C:28]5[CH:33]=[CH:32][C:31]([C:34]#[N:35])=[CH:30][CH:29]=5)=[N:25][C:21]=4[CH:20]=3)=[O:16])([CH3:14])[CH3:13])=[CH:10][C:5]=2[N:4]=[C:3]1[CH2:41][NH:42][C:43]1[CH:48]=[CH:47][C:46]([C:49]#[N:50])=[CH:45][CH:44]=1.[ClH:51].C(=O)([O-])[O-].[NH4+:56].[NH4+:57]. The catalyst is C(O)C. The product is [ClH:51].[CH3:36][N:23]1[C:22]2[CH:37]=[CH:38][C:19]([CH2:18][C:17]([C:15]([C:12]([CH3:14])([CH3:13])[CH2:11][C:9]3[CH:8]=[CH:7][C:6]4[N:2]([CH3:1])[C:3]([CH2:41][NH:42][C:43]5[CH:48]=[CH:47][C:46]([C:49](=[NH:56])[NH2:50])=[CH:45][CH:44]=5)=[N:4][C:5]=4[CH:10]=3)=[O:16])([CH3:40])[CH3:39])=[CH:20][C:21]=2[N:25]=[C:24]1[CH2:26][NH:27][C:28]1[CH:33]=[CH:32][C:31]([C:34](=[NH:57])[NH2:35])=[CH:30][CH:29]=1. The yield is 0.590.